Dataset: Full USPTO retrosynthesis dataset with 1.9M reactions from patents (1976-2016). Task: Predict the reactants needed to synthesize the given product. (1) Given the product [CH2:1]([N:4]([C:5]1[CH:10]=[CH:9][C:8]([Cl:11])=[CH:7][C:6]=1[C:12](=[O:13])[C:14]1[CH:19]=[CH:18][CH:17]=[C:16]([O:20][CH3:21])[C:15]=1[O:22][CH3:23])[C:30](=[O:31])/[CH:32]=[CH:33]/[C:34]([O:36][CH2:37][CH3:38])=[O:35])[CH:2]=[CH2:3], predict the reactants needed to synthesize it. The reactants are: [CH2:1]([NH:4][C:5]1[CH:10]=[CH:9][C:8]([Cl:11])=[CH:7][C:6]=1[C:12]([C:14]1[CH:19]=[CH:18][CH:17]=[C:16]([O:20][CH3:21])[C:15]=1[O:22][CH3:23])=[O:13])[CH:2]=[CH2:3].C(=O)(O)[O-].[Na+].Cl[C:30]([CH:32]=[CH:33][C:34]([O:36][CH2:37][CH3:38])=[O:35])=[O:31]. (2) The reactants are: [O:1]1[C:5]2[CH:6]=[CH:7][CH:8]=[CH:9][C:4]=2[C:3]([CH2:10][CH2:11][C:12]2[N:13]=[CH:14][N:15](C(C3C=CC=CC=3)(C3C=CC=CC=3)C3C=CC=CC=3)[CH:16]=2)=[CH:2]1.[OH-].[Na+]. Given the product [O:1]1[C:5]2[CH:6]=[CH:7][CH:8]=[CH:9][C:4]=2[C:3]([CH2:10][CH2:11][C:12]2[N:13]=[CH:14][NH:15][CH:16]=2)=[CH:2]1, predict the reactants needed to synthesize it. (3) Given the product [C:31]([C:29]1[N:30]=[C:26]([CH2:25][NH:24][C:19](=[O:21])[C:18]2[CH:22]=[CH:23][C:15]([O:14][CH2:13][C:3]3[C:4]([C:7]4[CH:8]=[CH:9][CH:10]=[CH:11][CH:12]=4)=[N:5][O:6][C:2]=3[CH3:1])=[N:16][CH:17]=2)[S:27][CH:28]=1)#[N:32], predict the reactants needed to synthesize it. The reactants are: [CH3:1][C:2]1[O:6][N:5]=[C:4]([C:7]2[CH:12]=[CH:11][CH:10]=[CH:9][CH:8]=2)[C:3]=1[CH2:13][O:14][C:15]1[CH:23]=[CH:22][C:18]([C:19]([OH:21])=O)=[CH:17][N:16]=1.[NH2:24][CH2:25][C:26]1[S:27][CH:28]=[C:29]([C:31]#[N:32])[N:30]=1. (4) Given the product [CH3:28][O:29][C:30](=[O:31])[C:32]([C:9]1[C:8]2[C:12](=[C:13]([C:16]3[CH:21]=[N:20][CH:19]=[CH:18][N:17]=3)[N:14]=[CH:15][C:7]=2[O:6][CH3:5])[NH:11][CH:10]=1)=[O:24], predict the reactants needed to synthesize it. The reactants are: [Al+3].[Cl-].[Cl-].[Cl-].[CH3:5][O:6][C:7]1[CH:15]=[N:14][C:13]([C:16]2[CH:21]=[N:20][CH:19]=[CH:18][N:17]=2)=[C:12]2[C:8]=1[CH:9]=[CH:10][NH:11]2.C([O-])(=[O:24])C.[NH4+].C[CH2:28][O:29][C:30]([CH3:32])=[O:31]. (5) The reactants are: C(OC([N:8]1[CH2:13][CH2:12][CH:11]([NH:14][C:15]2[CH:20]=[CH:19][CH:18]=[C:17]([CH3:21])[C:16]=2[CH3:22])[CH2:10][CH2:9]1)=O)(C)(C)C.[ClH:23]. Given the product [ClH:23].[ClH:23].[CH3:22][C:16]1[C:17]([CH3:21])=[CH:18][CH:19]=[CH:20][C:15]=1[NH:14][CH:11]1[CH2:12][CH2:13][NH:8][CH2:9][CH2:10]1, predict the reactants needed to synthesize it. (6) Given the product [CH3:12][O:13][C:14](=[O:22])[C:15]1[CH:20]=[CH:19][C:18]([O:21][C:2]2[CH:7]=[CH:6][CH:5]=[C:4]([S:8]([CH3:11])(=[O:10])=[O:9])[CH:3]=2)=[CH:17][CH:16]=1, predict the reactants needed to synthesize it. The reactants are: Br[C:2]1[CH:7]=[CH:6][CH:5]=[C:4]([S:8]([CH3:11])(=[O:10])=[O:9])[CH:3]=1.[CH3:12][O:13][C:14](=[O:22])[C:15]1[CH:20]=[CH:19][C:18]([OH:21])=[CH:17][CH:16]=1.C1(C2C=CC=CC=2)C=CC=CC=1P(C(C)(C)C)C(C)(C)C.P([O-])([O-])([O-])=O.[K+].[K+].[K+]. (7) The reactants are: CN(C(ON1N=NC2C=CC=NC1=2)=[N+](C)C)C.F[P-](F)(F)(F)(F)F.CCN(C(C)C)C(C)C.[Cl:34][C:35]1[CH:40]=[C:39]([Cl:41])[N:38]=[C:37]([C:42]([OH:44])=O)[CH:36]=1.[NH2:45][C:46]1[CH:51]=[CH:50][CH:49]=[CH:48][C:47]=1[CH2:52][C:53]([O:55][C:56]([CH3:59])([CH3:58])[CH3:57])=[O:54]. Given the product [Cl:34][C:35]1[CH:40]=[C:39]([Cl:41])[N:38]=[C:37]([C:42]([NH:45][C:46]2[CH:51]=[CH:50][CH:49]=[CH:48][C:47]=2[CH2:52][C:53]([O:55][C:56]([CH3:59])([CH3:58])[CH3:57])=[O:54])=[O:44])[CH:36]=1, predict the reactants needed to synthesize it.